The task is: Predict the reaction yield, written as a fraction of the theoretical maximum amount of product (1.0 means a 100% yield; for example, 0.34 means a 34% yield).. This data is from Reaction yield outcomes from USPTO patents with 853,638 reactions. (1) The reactants are [Br:1][C:2]1[CH:3]=[CH:4][C:5]([OH:11])=[C:6]([C:8](=[O:10])[CH3:9])[CH:7]=1.C([O-])([O-])=O.[K+].[K+].[Br:18][CH2:19][CH2:20]Br. The catalyst is C(C(C)=O)C. The product is [Br:1][C:2]1[CH:3]=[CH:4][C:5]([O:11][CH2:20][CH2:19][Br:18])=[C:6]([C:8](=[O:10])[CH3:9])[CH:7]=1. The yield is 0.550. (2) The reactants are [NH2:1][C:2]1[C:11]2[C:6](=[C:7](Br)[CH:8]=[CH:9][CH:10]=2)[N:5]=[N:4][C:3]=1[C:13]([NH:15][CH2:16][CH2:17][CH3:18])=[O:14].[CH3:19][O:20][C:21]1[N:26]=[CH:25][C:24](B(O)O)=[CH:23][CH:22]=1. No catalyst specified. The product is [NH2:1][C:2]1[C:11]2[C:6](=[C:7]([C:24]3[CH:25]=[N:26][C:21]([O:20][CH3:19])=[CH:22][CH:23]=3)[CH:8]=[CH:9][CH:10]=2)[N:5]=[N:4][C:3]=1[C:13]([NH:15][CH2:16][CH2:17][CH3:18])=[O:14]. The yield is 0.720.